Dataset: Full USPTO retrosynthesis dataset with 1.9M reactions from patents (1976-2016). Task: Predict the reactants needed to synthesize the given product. (1) Given the product [CH3:13][N:14]([CH2:2][C:3]1[CH:8]=[C:7]([N+:9]([O-:11])=[O:10])[CH:6]=[CH:5][C:4]=1[CH3:12])[NH2:15], predict the reactants needed to synthesize it. The reactants are: Cl[CH2:2][C:3]1[CH:8]=[C:7]([N+:9]([O-:11])=[O:10])[CH:6]=[CH:5][C:4]=1[CH3:12].[CH3:13][NH:14][NH2:15]. (2) The reactants are: [OH-].[Na+].O.[CH3:4][C:5]1[CH:14]=[C:13]([CH2:15][O:16][C:17]2[CH:32]=[CH:31][C:20]([C:21]([O:23]CC3C=CC=CC=3)=[O:22])=[CH:19][CH:18]=2)[C:12]2[C:7](=[CH:8][CH:9]=[CH:10][CH:11]=2)[N:6]=1. Given the product [CH3:4][C:5]1[CH:14]=[C:13]([CH2:15][O:16][C:17]2[CH:32]=[CH:31][C:20]([C:21]([OH:23])=[O:22])=[CH:19][CH:18]=2)[C:12]2[C:7](=[CH:8][CH:9]=[CH:10][CH:11]=2)[N:6]=1, predict the reactants needed to synthesize it. (3) Given the product [CH:16]1([C:19]2[CH:20]=[C:21]3[NH:24][C:7](=[O:9])[CH:6]=[C:5]([OH:13])[N:22]3[N:23]=2)[CH2:18][CH2:17]1, predict the reactants needed to synthesize it. The reactants are: [O-]CC.[Na+].[C:5]([O:13]CC)(=O)[CH2:6][C:7]([O:9]CC)=O.[CH:16]1([C:19]2[NH:23][N:22]=[C:21]([NH2:24])[CH:20]=2)[CH2:18][CH2:17]1. (4) Given the product [Br:23][C:24]1[N:29]=[C:28]([CH2:30][NH:31][C:32]2[C:37]([CH:38]([CH3:39])[CH3:40])=[CH:36][CH:35]=[CH:34][C:33]=2[CH:41]([CH3:43])[CH3:42])[CH:27]=[CH:26][CH:25]=1, predict the reactants needed to synthesize it. The reactants are: BrC1N=C(C=O)C=CC=1.C(C1C=CC=C(C(C)C)C=1N)(C)C.[Br:23][C:24]1[N:29]=[C:28](/[CH:30]=[N:31]/[C:32]2[C:37]([CH:38]([CH3:40])[CH3:39])=[CH:36][CH:35]=[CH:34][C:33]=2[CH:41]([CH3:43])[CH3:42])[CH:27]=[CH:26][CH:25]=1.[BH3-]C#N.[Na+]. (5) The reactants are: [Br:1][C:2]1[CH:7]=[CH:6][C:5]([NH2:8])=[C:4]([NH2:9])[CH:3]=1.[Br:10][C:11]1[CH:12]=[C:13]2[C:22]3[C:20]([CH:21]=1)=[CH:19][C:18]([Br:23])=[CH:17][C:16]=3[C:15](=O)[C:14]2=O. Given the product [Br:10][C:11]1[CH:21]=[C:20]2[C:22]3=[C:13]([C:14]4[C:15]([C:16]3=[CH:17][C:18]([Br:23])=[CH:19]2)=[N:9][C:4]2[C:5](=[CH:6][CH:7]=[C:2]([Br:1])[CH:3]=2)[N:8]=4)[CH:12]=1, predict the reactants needed to synthesize it. (6) Given the product [CH3:1][O:2][C:3](=[O:22])[C:4]1[CH:9]=[CH:8][CH:7]=[C:6]([S:10][C:11]2[C:19]3[C:14](=[CH:15][C:16]([Cl:20])=[CH:17][CH:18]=3)[N:13]([CH2:34][C:35]3[CH:36]=[N:37][C:38]([C:41]([F:44])([F:42])[F:43])=[CH:39][CH:40]=3)[C:12]=2[CH3:21])[CH:5]=1, predict the reactants needed to synthesize it. The reactants are: [CH3:1][O:2][C:3](=[O:22])[C:4]1[CH:9]=[CH:8][CH:7]=[C:6]([S:10][C:11]2[C:19]3[C:14](=[CH:15][C:16]([Cl:20])=[CH:17][CH:18]=3)[NH:13][C:12]=2[CH3:21])[CH:5]=1.C[Si]([N-][Si](C)(C)C)(C)C.[Li+].Cl[CH2:34][C:35]1[CH:36]=[N:37][C:38]([C:41]([F:44])([F:43])[F:42])=[CH:39][CH:40]=1. (7) Given the product [NH2:19][C:10]([C:12]1[CH:17]=[CH:16][CH:15]=[C:14]([Br:18])[CH:13]=1)([CH3:11])[CH2:9][OH:8], predict the reactants needed to synthesize it. The reactants are: [H-].[Al+3].[Li+].[H-].[H-].[H-].C[O:8][C:9](=O)[C:10]([NH2:19])([C:12]1[CH:17]=[CH:16][CH:15]=[C:14]([Br:18])[CH:13]=1)[CH3:11].[O-]S([O-])(=O)=O.[Na+].[Na+].[H][H].